This data is from Forward reaction prediction with 1.9M reactions from USPTO patents (1976-2016). The task is: Predict the product of the given reaction. (1) The product is: [NH2:11][CH:10]([CH2:15][C:16]1[CH:21]=[CH:20][C:19]([C:22]([F:25])([F:24])[F:23])=[CH:18][CH:17]=1)[CH:9]([C:4]1[CH:5]=[CH:6][C:7]([F:8])=[C:2]([F:1])[CH:3]=1)[OH:13]. Given the reactants [F:1][C:2]1[CH:3]=[C:4]([CH:9]2[O:13]C(=O)[NH:11][CH:10]2[CH2:15][C:16]2[CH:21]=[CH:20][C:19]([C:22]([F:25])([F:24])[F:23])=[CH:18][CH:17]=2)[CH:5]=[CH:6][C:7]=1[F:8].[OH-].[Na+], predict the reaction product. (2) Given the reactants [NH2:1][C:2]1C(Cl)=[CH:9][C:5]([C:6]([OH:8])=O)=[C:4]([O:12][CH3:13])[CH:3]=1.Cl.CN(C)[CH2:17][CH2:18][CH2:19][N:20]=[C:21]=NCC.Cl.[C:27]([C:31]1[CH:32]=[C:33]([NH:43][C:44]([NH:46][C:47]2[CH:52]=[CH:51][CH:50]=[C:49](CC3CCNCC3)[CH:48]=2)=[O:45])[N:34]([C:36]2[CH:41]=[CH:40][C:39]([CH3:42])=[CH:38][CH:37]=2)[N:35]=1)([CH3:30])([CH3:29])[CH3:28].[CH2:60]([Cl:62])Cl, predict the reaction product. The product is: [NH2:1][C:2]1[C:60]([Cl:62])=[CH:9][C:5]([C:6]([N:20]2[CH:21]3[CH2:17][CH2:18][CH:19]2[CH2:4][CH:5]([CH2:9][C:50]2[CH:51]=[CH:52][C:47]([NH:46][C:44]([NH:43][C:33]4[N:34]([C:36]5[CH:41]=[CH:40][C:39]([CH3:42])=[CH:38][CH:37]=5)[N:35]=[C:31]([C:27]([CH3:30])([CH3:28])[CH3:29])[CH:32]=4)=[O:45])=[CH:48][CH:49]=2)[CH2:6]3)=[O:8])=[C:4]([O:12][CH3:13])[CH:3]=1. (3) Given the reactants [C@@H:1]12[CH2:6][C@@H:5]1[CH2:4][NH:3][C@@H:2]2[CH2:7][NH:8][C:9]([C:11]1[CH:12]=[CH:13][CH:14]=[C:15]2[O:19][CH:18]=[CH:17][C:16]=12)=[O:10].[CH:20]1[C:32]2[CH2:31][C:30]3[C:25](=[CH:26][CH:27]=[CH:28][CH:29]=3)[C:24]=2[C:23]([C:33](O)=[O:34])=[CH:22][CH:21]=1, predict the reaction product. The product is: [CH:20]1[C:32]2[CH2:31][C:30]3[C:25](=[CH:26][CH:27]=[CH:28][CH:29]=3)[C:24]=2[C:23]([C:33]([N:3]2[CH2:4][C@@H:5]3[C@@H:1]([CH2:6]3)[C@H:2]2[CH2:7][NH:8][C:9]([C:11]2[CH:12]=[CH:13][CH:14]=[C:15]3[O:19][CH:18]=[CH:17][C:16]=23)=[O:10])=[O:34])=[CH:22][CH:21]=1. (4) Given the reactants Br[C:2]1[N:6]2[N:7]=[CH:8][CH:9]=[CH:10][C:5]2=[N:4][C:3]=1[C:11]([NH:13][CH:14]1[CH2:16][CH2:15]1)=[O:12].P([O-])([O-])([O-])=O.[K+].[K+].[K+].CC1(C)C(C)(C)OB([C:33]2[CH:34]=[CH:35][C:36]([C:39]#[N:40])=[N:37][CH:38]=2)O1, predict the reaction product. The product is: [C:39]([C:36]1[N:37]=[CH:38][C:33]([C:2]2[N:6]3[N:7]=[CH:8][CH:9]=[CH:10][C:5]3=[N:4][C:3]=2[C:11]([NH:13][CH:14]2[CH2:16][CH2:15]2)=[O:12])=[CH:34][CH:35]=1)#[N:40]. (5) The product is: [CH2:1]([O:8][CH2:9][C@@H:10]1[CH:14]=[CH:13][CH2:12][C@H:11]1[O:15][Si:25]([C:22]([CH3:24])([CH3:23])[CH3:21])([C:32]1[CH:33]=[CH:34][CH:35]=[CH:36][CH:37]=1)[C:26]1[CH:31]=[CH:30][CH:29]=[CH:28][CH:27]=1)[C:2]1[CH:7]=[CH:6][CH:5]=[CH:4][CH:3]=1. Given the reactants [CH2:1]([O:8][CH2:9][C@@H:10]1[CH:14]=[CH:13][CH2:12][C@H:11]1[OH:15])[C:2]1[CH:7]=[CH:6][CH:5]=[CH:4][CH:3]=1.N1C=CN=C1.[CH3:21][C:22]([Si:25](Cl)([C:32]1[CH:37]=[CH:36][CH:35]=[CH:34][CH:33]=1)[C:26]1[CH:31]=[CH:30][CH:29]=[CH:28][CH:27]=1)([CH3:24])[CH3:23].C(OCC)(=O)C, predict the reaction product. (6) The product is: [NH2:1][C:2]1[C:7]2[C:8]([C:11]3[CH:12]=[CH:13][C:14]([O:17][C:18]4[CH:23]=[CH:22][CH:21]=[CH:20][CH:19]=4)=[CH:15][CH:16]=3)=[CH:9][S:10][C:6]=2[C:5](/[CH:24]=[CH:25]/[C:26]([OH:28])=[O:27])=[CH:4][N:3]=1. Given the reactants [NH2:1][C:2]1[C:7]2[C:8]([C:11]3[CH:16]=[CH:15][C:14]([O:17][C:18]4[CH:23]=[CH:22][CH:21]=[CH:20][CH:19]=4)=[CH:13][CH:12]=3)=[CH:9][S:10][C:6]=2[C:5](/[CH:24]=[CH:25]/[C:26]([O:28]C(C)(C)C)=[O:27])=[CH:4][N:3]=1, predict the reaction product. (7) Given the reactants [Cl-].O[NH3+:3].[C:4](=[O:7])([O-])[OH:5].[Na+].CS(C)=O.[F:13][C:14]1[CH:15]=[C:16]([C:47]2[C:48]([C:53]#[N:54])=[CH:49][CH:50]=[CH:51][CH:52]=2)[CH:17]=[CH:18][C:19]=1[CH2:20][C:21]1[C:22](=[O:46])[N:23]([C@H:33]2[CH2:38][CH2:37][C@H:36]([O:39][CH:40]([CH3:45])[C:41]([OH:44])([CH3:43])[CH3:42])[CH2:35][CH2:34]2)[C:24]2[N:25]([N:30]=[CH:31][N:32]=2)[C:26]=1[CH2:27][CH2:28][CH3:29], predict the reaction product. The product is: [F:13][C:14]1[CH:15]=[C:16]([C:47]2[CH:52]=[CH:51][CH:50]=[CH:49][C:48]=2[C:53]2[NH:3][C:4](=[O:7])[O:5][N:54]=2)[CH:17]=[CH:18][C:19]=1[CH2:20][C:21]1[C:22](=[O:46])[N:23]([C@H:33]2[CH2:38][CH2:37][C@H:36]([O:39][CH:40]([CH3:45])[C:41]([OH:44])([CH3:43])[CH3:42])[CH2:35][CH2:34]2)[C:24]2[N:25]([N:30]=[CH:31][N:32]=2)[C:26]=1[CH2:27][CH2:28][CH3:29].